The task is: Regression. Given a peptide amino acid sequence and an MHC pseudo amino acid sequence, predict their binding affinity value. This is MHC class II binding data.. This data is from Peptide-MHC class II binding affinity with 134,281 pairs from IEDB. (1) The peptide sequence is YDKFLANVWTVLTGK. The MHC is DRB1_0701 with pseudo-sequence DRB1_0701. The binding affinity (normalized) is 0.608. (2) The peptide sequence is GGSILKISNKFHTKG. The MHC is HLA-DQA10201-DQB10202 with pseudo-sequence HLA-DQA10201-DQB10202. The binding affinity (normalized) is 0. (3) The peptide sequence is AFKVAATAANAAPNN. The MHC is DRB1_1001 with pseudo-sequence DRB1_1001. The binding affinity (normalized) is 0.882. (4) The peptide sequence is YRKILRQRKIDRLID. The MHC is H-2-IAs with pseudo-sequence H-2-IAs. The binding affinity (normalized) is 0.166.